From a dataset of NCI-60 drug combinations with 297,098 pairs across 59 cell lines. Regression. Given two drug SMILES strings and cell line genomic features, predict the synergy score measuring deviation from expected non-interaction effect. (1) Drug 1: CCCCC(=O)OCC(=O)C1(CC(C2=C(C1)C(=C3C(=C2O)C(=O)C4=C(C3=O)C=CC=C4OC)O)OC5CC(C(C(O5)C)O)NC(=O)C(F)(F)F)O. Drug 2: C1CN(CCN1C(=O)CCBr)C(=O)CCBr. Cell line: MDA-MB-231. Synergy scores: CSS=43.8, Synergy_ZIP=-2.94, Synergy_Bliss=-1.53, Synergy_Loewe=-0.428, Synergy_HSA=1.57. (2) Drug 1: CN(C(=O)NC(C=O)C(C(C(CO)O)O)O)N=O. Drug 2: C1CCC(C(C1)N)N.C(=O)(C(=O)[O-])[O-].[Pt+4]. Cell line: EKVX. Synergy scores: CSS=-1.82, Synergy_ZIP=1.38, Synergy_Bliss=2.16, Synergy_Loewe=-3.15, Synergy_HSA=-1.46. (3) Drug 1: C1=CC(=CC=C1C#N)C(C2=CC=C(C=C2)C#N)N3C=NC=N3. Drug 2: C1C(C(OC1N2C=NC(=NC2=O)N)CO)O. Cell line: MDA-MB-231. Synergy scores: CSS=8.73, Synergy_ZIP=-0.687, Synergy_Bliss=4.22, Synergy_Loewe=5.39, Synergy_HSA=5.72. (4) Synergy scores: CSS=43.7, Synergy_ZIP=2.23, Synergy_Bliss=2.94, Synergy_Loewe=-52.8, Synergy_HSA=3.71. Drug 2: C1CN(P(=O)(OC1)NCCCl)CCCl. Drug 1: C1=CC(=CC=C1CCC2=CNC3=C2C(=O)NC(=N3)N)C(=O)NC(CCC(=O)O)C(=O)O. Cell line: A549.